Dataset: NCI-60 drug combinations with 297,098 pairs across 59 cell lines. Task: Regression. Given two drug SMILES strings and cell line genomic features, predict the synergy score measuring deviation from expected non-interaction effect. (1) Drug 1: CC(C)(C#N)C1=CC(=CC(=C1)CN2C=NC=N2)C(C)(C)C#N. Drug 2: COC1=NC(=NC2=C1N=CN2C3C(C(C(O3)CO)O)O)N. Cell line: NCI-H226. Synergy scores: CSS=-1.45, Synergy_ZIP=-0.457, Synergy_Bliss=-0.989, Synergy_Loewe=-3.52, Synergy_HSA=-3.44. (2) Drug 1: C1CN1C2=NC(=NC(=N2)N3CC3)N4CC4. Drug 2: C1C(C(OC1N2C=NC(=NC2=O)N)CO)O. Cell line: MCF7. Synergy scores: CSS=21.0, Synergy_ZIP=-3.74, Synergy_Bliss=0.362, Synergy_Loewe=-0.751, Synergy_HSA=2.72. (3) Drug 1: CC1C(C(=O)NC(C(=O)N2CCCC2C(=O)N(CC(=O)N(C(C(=O)O1)C(C)C)C)C)C(C)C)NC(=O)C3=C4C(=C(C=C3)C)OC5=C(C(=O)C(=C(C5=N4)C(=O)NC6C(OC(=O)C(N(C(=O)CN(C(=O)C7CCCN7C(=O)C(NC6=O)C(C)C)C)C)C(C)C)C)N)C. Drug 2: C1CN1C2=NC(=NC(=N2)N3CC3)N4CC4. Cell line: EKVX. Synergy scores: CSS=4.16, Synergy_ZIP=-2.56, Synergy_Bliss=-1.17, Synergy_Loewe=-2.23, Synergy_HSA=-1.46. (4) Drug 2: C1C(C(OC1N2C=NC3=C2NC=NCC3O)CO)O. Drug 1: CNC(=O)C1=NC=CC(=C1)OC2=CC=C(C=C2)NC(=O)NC3=CC(=C(C=C3)Cl)C(F)(F)F. Cell line: SK-MEL-5. Synergy scores: CSS=8.34, Synergy_ZIP=-3.88, Synergy_Bliss=-0.178, Synergy_Loewe=3.00, Synergy_HSA=3.08. (5) Drug 1: C1CN1P(=S)(N2CC2)N3CC3. Drug 2: CC=C1C(=O)NC(C(=O)OC2CC(=O)NC(C(=O)NC(CSSCCC=C2)C(=O)N1)C(C)C)C(C)C. Cell line: MDA-MB-435. Synergy scores: CSS=44.2, Synergy_ZIP=1.44, Synergy_Bliss=-0.443, Synergy_Loewe=-50.6, Synergy_HSA=-1.69.